This data is from NCI-60 drug combinations with 297,098 pairs across 59 cell lines. The task is: Regression. Given two drug SMILES strings and cell line genomic features, predict the synergy score measuring deviation from expected non-interaction effect. (1) Drug 1: C1=CC=C(C=C1)NC(=O)CCCCCCC(=O)NO. Drug 2: CCN(CC)CCNC(=O)C1=C(NC(=C1C)C=C2C3=C(C=CC(=C3)F)NC2=O)C. Cell line: HT29. Synergy scores: CSS=59.8, Synergy_ZIP=4.24, Synergy_Bliss=5.71, Synergy_Loewe=2.58, Synergy_HSA=9.04. (2) Drug 1: CCC1=CC2CC(C3=C(CN(C2)C1)C4=CC=CC=C4N3)(C5=C(C=C6C(=C5)C78CCN9C7C(C=CC9)(C(C(C8N6C)(C(=O)OC)O)OC(=O)C)CC)OC)C(=O)OC.C(C(C(=O)O)O)(C(=O)O)O. Drug 2: C1=CC(=CC=C1C#N)C(C2=CC=C(C=C2)C#N)N3C=NC=N3. Cell line: HCT-15. Synergy scores: CSS=9.12, Synergy_ZIP=-3.24, Synergy_Bliss=-2.36, Synergy_Loewe=-15.5, Synergy_HSA=-2.99. (3) Drug 1: C1C(C(OC1N2C=C(C(=O)NC2=O)F)CO)O. Drug 2: C#CCC(CC1=CN=C2C(=N1)C(=NC(=N2)N)N)C3=CC=C(C=C3)C(=O)NC(CCC(=O)O)C(=O)O. Cell line: T-47D. Synergy scores: CSS=-3.38, Synergy_ZIP=11.0, Synergy_Bliss=18.1, Synergy_Loewe=3.21, Synergy_HSA=2.46. (4) Drug 1: CC1C(C(CC(O1)OC2CC(CC3=C2C(=C4C(=C3O)C(=O)C5=C(C4=O)C(=CC=C5)OC)O)(C(=O)C)O)N)O.Cl. Drug 2: C1=CC=C(C=C1)NC(=O)CCCCCCC(=O)NO. Cell line: SF-268. Synergy scores: CSS=37.2, Synergy_ZIP=-2.02, Synergy_Bliss=4.92, Synergy_Loewe=-9.62, Synergy_HSA=3.07. (5) Drug 1: CC1=CC=C(C=C1)C2=CC(=NN2C3=CC=C(C=C3)S(=O)(=O)N)C(F)(F)F. Drug 2: CN1C(=O)N2C=NC(=C2N=N1)C(=O)N. Cell line: HCC-2998. Synergy scores: CSS=-2.51, Synergy_ZIP=2.91, Synergy_Bliss=2.92, Synergy_Loewe=3.54, Synergy_HSA=-3.62.